From a dataset of Catalyst prediction with 721,799 reactions and 888 catalyst types from USPTO. Predict which catalyst facilitates the given reaction. (1) Reactant: C(N(CC)CC)C.[C:8]([O:12][C:13]([N:15]1[CH2:18][CH:17]([NH2:19])[CH2:16]1)=[O:14])([CH3:11])([CH3:10])[CH3:9].[CH3:20][S:21](Cl)(=[O:23])=[O:22].O. Product: [C:8]([O:12][C:13]([N:15]1[CH2:18][CH:17]([NH:19][S:21]([CH3:20])(=[O:23])=[O:22])[CH2:16]1)=[O:14])([CH3:11])([CH3:9])[CH3:10]. The catalyst class is: 2. (2) Reactant: [CH:1]1([C:4]2[C:5]([O:24][CH2:25][C:26]([F:29])([F:28])[F:27])=[CH:6][C:7]([C:10]([NH:12][C:13]([CH3:23])([C:18]3[N:19]=[N:20][NH:21][N:22]=3)[CH2:14][CH:15]3[CH2:17][CH2:16]3)=[O:11])=[N:8][CH:9]=2)[CH2:3][CH2:2]1.[C:30](=O)([O-])[O-].[K+].[K+].IC. Product: [CH:1]1([C:4]2[C:5]([O:24][CH2:25][C:26]([F:27])([F:28])[F:29])=[CH:6][C:7]([C:10]([NH:12][C:13]([C:18]3[N:19]([CH3:30])[N:20]=[N:21][N:22]=3)([CH3:23])[CH2:14][CH:15]3[CH2:17][CH2:16]3)=[O:11])=[N:8][CH:9]=2)[CH2:2][CH2:3]1. The catalyst class is: 39.